This data is from Forward reaction prediction with 1.9M reactions from USPTO patents (1976-2016). The task is: Predict the product of the given reaction. (1) Given the reactants [CH3:1][S:2][C:3](=O)[NH:4][CH2:5][C:6]1[C:11]([Cl:12])=[N:10][CH:9]=[CH:8][N:7]=1.CN(C=O)C.O=P(Cl)(Cl)Cl, predict the reaction product. The product is: [Cl:12][C:11]1[C:6]2[N:7]([C:3]([S:2][CH3:1])=[N:4][CH:5]=2)[CH:8]=[CH:9][N:10]=1. (2) Given the reactants [ClH:1].Cl.Cl.S1C(C2C=CN=C([NH:15][CH2:16][CH2:17][CH2:18][N:19]3[CH2:24][CH2:23][N:22](C)[CH2:21][CH2:20]3)N=2)=CC2C=CC=CC1=2.[CH:30]1([NH:33][C:34]([C:36]2[C:44]3[CH:43]=[C:42]([C:45]4[C:50]([Cl:51])=[CH:49][N:48]=[C:47](Cl)[N:46]=4)[S:41][C:40]=3[CH:39]=[CH:38][CH:37]=2)=[O:35])[CH2:32][CH2:31]1.C(OC(N1CCN(CCCN)CC1)=O)(C)(C)C, predict the reaction product. The product is: [ClH:51].[ClH:1].[ClH:51].[CH:30]1([NH:33][C:34]([C:36]2[C:44]3[CH:43]=[C:42]([C:45]4[C:50]([Cl:51])=[CH:49][N:48]=[C:47]([NH:15][CH2:16][CH2:17][CH2:18][N:19]5[CH2:24][CH2:23][NH:22][CH2:21][CH2:20]5)[N:46]=4)[S:41][C:40]=3[CH:39]=[CH:38][CH:37]=2)=[O:35])[CH2:32][CH2:31]1. (3) Given the reactants [F:1][C:2]([F:22])([F:21])[O:3][C:4]1[CH:9]=[CH:8][C:7](OS(C2C=CC(C)=CC=2)(=O)=O)=[CH:6][CH:5]=1.[C:23]([C:25]1[CH2:30][CH2:29][CH2:28][CH2:27][CH:26]=1)#[CH:24], predict the reaction product. The product is: [C:25]1([C:23]#[C:24][C:7]2[CH:6]=[CH:5][C:4]([O:3][C:2]([F:1])([F:21])[F:22])=[CH:9][CH:8]=2)[CH2:30][CH2:29][CH2:28][CH2:27][CH:26]=1. (4) Given the reactants [Cl:1][C:2]1[CH:13]=[CH:12][C:5]2[O:6][CH:7]([CH2:10][OH:11])[CH2:8][O:9][C:4]=2[CH:3]=1.CC(C)=[O:16].OS(O)(=O)=O.O=[Cr](=O)=O, predict the reaction product. The product is: [Cl:1][C:2]1[CH:13]=[CH:12][C:5]2[O:6][CH:7]([C:10]([OH:16])=[O:11])[CH2:8][O:9][C:4]=2[CH:3]=1. (5) Given the reactants [Cl:1][C:2]1[C:3]([F:31])=[C:4]([C@@H:8]2[C@:12]([C:15]3[CH:20]=[CH:19][C:18]([Cl:21])=[CH:17][C:16]=3[F:22])([C:13]#[N:14])[C@H:11]([CH2:23][C:24]([CH3:27])([CH3:26])[CH3:25])[NH:10][C@H:9]2[C:28](O)=[O:29])[CH:5]=[CH:6][CH:7]=1.[NH2:32][C:33]1[NH:37][C:36]([C:38]([O:40][CH2:41][CH3:42])=[O:39])=[CH:35][CH:34]=1.CN(C(ON1N=NC2C=CC=NC1=2)=[N+](C)C)C.F[P-](F)(F)(F)(F)F.CCN(C(C)C)C(C)C, predict the reaction product. The product is: [CH2:41]([O:40][C:38]([C:36]1[NH:37][C:33]([NH:32][C:28]([C@H:9]2[C@H:8]([C:4]3[CH:5]=[CH:6][CH:7]=[C:2]([Cl:1])[C:3]=3[F:31])[C@:12]([C:15]3[CH:20]=[CH:19][C:18]([Cl:21])=[CH:17][C:16]=3[F:22])([C:13]#[N:14])[C@H:11]([CH2:23][C:24]([CH3:26])([CH3:27])[CH3:25])[NH:10]2)=[O:29])=[CH:34][CH:35]=1)=[O:39])[CH3:42].